Predict the reaction yield, written as a fraction of the theoretical maximum amount of product (1.0 means a 100% yield; for example, 0.34 means a 34% yield). From a dataset of Reaction yield outcomes from USPTO patents with 853,638 reactions. (1) The reactants are C([O:8][CH2:9][CH:10]1[O:23][C:14]2=[C:15]3[C:20](=[CH:21][CH:22]=[C:13]2[O:12][CH2:11]1)[N:19]=[CH:18][CH:17]=[CH:16]3)C1C=CC=CC=1.Cl.[C:25]1(C)C=CC=CC=1. No catalyst specified. The product is [CH3:25][C:18]1[CH:17]=[CH:16][C:15]2[C:20](=[CH:21][CH:22]=[C:13]3[O:12][CH2:11][C@H:10]([CH2:9][OH:8])[O:23][C:14]3=2)[N:19]=1. The yield is 0.619. (2) The reactants are Cl[C:2]1[CH:7]=[C:6]([CH:8]2[CH2:10][CH2:9]2)[N:5]=[C:4]([C:11]2[CH:16]=[CH:15][CH:14]=[C:13]([Cl:17])[CH:12]=2)[N:3]=1.[NH2:18][C:19]1[N:24]=[CH:23][C:22]([CH2:25][C:26]([O:28][CH2:29][CH3:30])=[O:27])=[CH:21][CH:20]=1.C(=O)([O-])[O-].[Cs+].[Cs+]. The catalyst is O1CCOCC1.C(OCC)(=O)C.C([O-])(=O)C.[Pd+2].C([O-])(=O)C.C1C=CC(P(C2C(C3C(P(C4C=CC=CC=4)C4C=CC=CC=4)=CC=C4C=3C=CC=C4)=C3C(C=CC=C3)=CC=2)C2C=CC=CC=2)=CC=1. The product is [Cl:17][C:13]1[CH:12]=[C:11]([C:4]2[N:3]=[C:2]([NH:18][C:19]3[N:24]=[CH:23][C:22]([CH2:25][C:26]([O:28][CH2:29][CH3:30])=[O:27])=[CH:21][CH:20]=3)[CH:7]=[C:6]([CH:8]3[CH2:10][CH2:9]3)[N:5]=2)[CH:16]=[CH:15][CH:14]=1. The yield is 0.860.